From a dataset of Reaction yield outcomes from USPTO patents with 853,638 reactions. Predict the reaction yield, written as a fraction of the theoretical maximum amount of product (1.0 means a 100% yield; for example, 0.34 means a 34% yield). The reactants are [C:1]1([C:7]([C:11]2[CH:16]=[CH:15][CH:14]=[CH:13][CH:12]=2)=[CH:8][CH:9]=O)[CH:6]=[CH:5][CH:4]=[CH:3][CH:2]=1.[C:17]([CH:22]=C1CCP(C2C=CC=CC=2)C1(C1C=CC=CC=1)C1C=CC=CC=1)([O:19][CH2:20][CH3:21])=[O:18].C(O)(=O)C1C=CC=CC=1.C1C=CC=CC=1. The catalyst is CCCCCC. The product is [C:1]1([C:7]([C:11]2[CH:16]=[CH:15][CH:14]=[CH:13][CH:12]=2)=[CH:8][CH:9]=[CH:22][C:17]([O:19][CH2:20][CH3:21])=[O:18])[CH:6]=[CH:5][CH:4]=[CH:3][CH:2]=1. The yield is 0.824.